From a dataset of Merck oncology drug combination screen with 23,052 pairs across 39 cell lines. Regression. Given two drug SMILES strings and cell line genomic features, predict the synergy score measuring deviation from expected non-interaction effect. Drug 1: O=S1(=O)NC2(CN1CC(F)(F)F)C1CCC2Cc2cc(C=CCN3CCC(C(F)(F)F)CC3)ccc2C1. Drug 2: CCc1c2c(nc3ccc(O)cc13)-c1cc3c(c(=O)n1C2)COC(=O)C3(O)CC. Cell line: COLO320DM. Synergy scores: synergy=9.22.